From a dataset of Forward reaction prediction with 1.9M reactions from USPTO patents (1976-2016). Predict the product of the given reaction. (1) Given the reactants NC1C=C2C(=CC=1N)N=CC(C#N)=C2NC1C=C(OC)C=CC=1C.NC1C=C2C(C(NC3C=C(OC)C=CC=3C)=C(C#N)C=N2)=CC=1N(CCN1CCOCC1)C(N)=S.[NH2:60][C:61]1[CH:62]=[C:63]2[C:68](=[CH:69][C:70]=1[NH:71][C:72]([NH:74][CH2:75][CH2:76][N:77]1[CH2:82][CH2:81][O:80][CH2:79][CH2:78]1)=S)[N:67]=[CH:66][C:65]([C:83]#[N:84])=[C:64]2[NH:85][C:86]1[CH:91]=[C:90]([O:92][CH3:93])[CH:89]=[CH:88][C:87]=1[CH3:94].[S], predict the reaction product. The product is: [CH3:93][O:92][C:90]1[CH:89]=[CH:88][C:87]([CH3:94])=[C:86]([CH:91]=1)[NH:85][C:64]1[C:63]2[CH:62]=[C:61]3[N:60]=[C:72]([NH:74][CH2:75][CH2:76][N:77]4[CH2:82][CH2:81][O:80][CH2:79][CH2:78]4)[N:71]=[C:70]3[CH2:69][C:68]=2[N:67]=[CH:66][C:65]=1[C:83]#[N:84]. (2) Given the reactants O[CH2:2][C:3]1([CH3:13])[CH2:12][CH2:11][C:10]2[C:5](=[CH:6][CH:7]=[CH:8][CH:9]=2)[NH:4]1.C(Br)(Br)(Br)[Br:15].C1C=CC(P(C2C=CC=CC=2)C2C=CC=CC=2)=CC=1, predict the reaction product. The product is: [Br:15][CH2:2][C:3]1([CH3:13])[CH2:12][CH2:11][C:10]2[C:5](=[CH:6][CH:7]=[CH:8][CH:9]=2)[NH:4]1. (3) Given the reactants [CH2:1]([O:8][C:9](=[O:27])[NH:10][C:11]([CH3:26])([C:13]1[NH:14][C:15](=[O:25])[CH:16]=[C:17]([C:19]2[CH:24]=[CH:23][N:22]=[CH:21][N:20]=2)[N:18]=1)[CH3:12])[C:2]1[CH:7]=[CH:6][CH:5]=[CH:4][CH:3]=1.[H-].[Li+].[CH3:30]OS(OC)(=O)=O.O, predict the reaction product. The product is: [CH2:1]([O:8][C:9](=[O:27])[NH:10][C:11]([CH3:12])([C:13]1[N:14]([CH3:30])[C:15](=[O:25])[CH:16]=[C:17]([C:19]2[CH:24]=[CH:23][N:22]=[CH:21][N:20]=2)[N:18]=1)[CH3:26])[C:2]1[CH:3]=[CH:4][CH:5]=[CH:6][CH:7]=1.